This data is from Peptide-MHC class I binding affinity with 185,985 pairs from IEDB/IMGT. The task is: Regression. Given a peptide amino acid sequence and an MHC pseudo amino acid sequence, predict their binding affinity value. This is MHC class I binding data. The peptide sequence is TPYDINQML. The MHC is HLA-A30:02 with pseudo-sequence HLA-A30:02. The binding affinity (normalized) is 0.